From a dataset of Reaction yield outcomes from USPTO patents with 853,638 reactions. Predict the reaction yield, written as a fraction of the theoretical maximum amount of product (1.0 means a 100% yield; for example, 0.34 means a 34% yield). (1) The product is [CH2:19]([N:13]([C:5]1[CH:6]=[C:7]([O:11][CH3:12])[C:8]([CH3:10])=[CH:9][C:4]=1[Br:3])[C:14](=[O:18])[CH:15]([CH3:16])[CH3:17])[C:20]1[CH:25]=[CH:24][CH:23]=[CH:22][CH:21]=1. The yield is 0.990. The catalyst is CS(C)=O. The reactants are [OH-].[K+].[Br:3][C:4]1[CH:9]=[C:8]([CH3:10])[C:7]([O:11][CH3:12])=[CH:6][C:5]=1[NH:13][C:14](=[O:18])[CH:15]([CH3:17])[CH3:16].[CH2:19](Br)[C:20]1[CH:25]=[CH:24][CH:23]=[CH:22][CH:21]=1.O. (2) The reactants are [CH2:1]([C:3]1[CH:4]=[C:5]2[C:9](=[CH:10][C:11]=1[N+:12]([O-])=O)[NH:8][CH:7]=[CH:6]2)[CH3:2]. The catalyst is [Ni]. The product is [CH2:1]([C:3]1[CH:4]=[C:5]2[C:9](=[CH:10][C:11]=1[NH2:12])[NH:8][CH:7]=[CH:6]2)[CH3:2]. The yield is 0.480. (3) The reactants are [C:1](Cl)(=[O:4])[CH:2]=[CH2:3].[NH2:6][C:7]1[CH:12]=[C:11]([NH:13][C:14]2[N:19]=[C:18]([C:20]3[C:28]4[C:23](=[CH:24][CH:25]=[CH:26][CH:27]=4)[N:22]([CH3:29])[CH:21]=3)[CH:17]=[CH:16][N:15]=2)[C:10]([O:30][CH3:31])=[CH:9][C:8]=1[N:32]([CH3:44])[CH2:33][CH2:34][N:35]([CH3:43])[C:36](=[O:42])[O:37][C:38]([CH3:41])([CH3:40])[CH3:39].CCN(C(C)C)C(C)C. The catalyst is C(Cl)Cl.CO. The product is [CH3:31][O:30][C:10]1[C:11]([NH:13][C:14]2[N:19]=[C:18]([C:20]3[C:28]4[C:23](=[CH:24][CH:25]=[CH:26][CH:27]=4)[N:22]([CH3:29])[CH:21]=3)[CH:17]=[CH:16][N:15]=2)=[CH:12][C:7]([NH:6][C:1](=[O:4])[CH:2]=[CH2:3])=[C:8]([N:32]([CH3:44])[CH2:33][CH2:34][N:35]([CH3:43])[C:36](=[O:42])[O:37][C:38]([CH3:41])([CH3:39])[CH3:40])[CH:9]=1. The yield is 0.780.